Dataset: Full USPTO retrosynthesis dataset with 1.9M reactions from patents (1976-2016). Task: Predict the reactants needed to synthesize the given product. (1) Given the product [Cl:37][C:21]1[C:22]([NH:24][C:25]2[CH:30]=[CH:29][CH:28]=[CH:27][C:26]=2[C:31]2[N:32]([CH3:36])[CH:33]=[CH:34][N:35]=2)=[N:23][C:18]([NH:14][C:11]2[CH:12]=[CH:13][C:8]3[CH2:7][N:6]([CH2:15][CH3:16])[CH2:5][CH2:4][N:3]([CH2:1][CH3:2])[C:9]=3[CH:10]=2)=[N:19][CH:20]=1, predict the reactants needed to synthesize it. The reactants are: [CH2:1]([N:3]1[C:9]2[CH:10]=[C:11]([NH2:14])[CH:12]=[CH:13][C:8]=2[CH2:7][N:6]([CH2:15][CH3:16])[CH2:5][CH2:4]1)[CH3:2].Cl[C:18]1[N:23]=[C:22]([NH:24][C:25]2[CH:30]=[CH:29][CH:28]=[CH:27][C:26]=2[C:31]2[N:32]([CH3:36])[CH:33]=[CH:34][N:35]=2)[C:21]([Cl:37])=[CH:20][N:19]=1. (2) The reactants are: Cl[C:2]1[N:7]=[N:6][C:5]([N:8]2[CH2:13][CH2:12][N:11]([C:14]([O:16][CH2:17][C:18]([O:20][CH2:21][CH3:22])=[O:19])=[O:15])[CH2:10][CH2:9]2)=[CH:4][CH:3]=1.[F:23][C:24]([F:35])([F:34])[C:25]1[CH:26]=[C:27](B(O)O)[CH:28]=[CH:29][CH:30]=1.C(OCC)(=O)C. Given the product [F:23][C:24]([F:35])([F:34])[C:25]1[CH:30]=[C:29]([C:2]2[N:7]=[N:6][C:5]([N:8]3[CH2:13][CH2:12][N:11]([C:14]([O:16][CH2:17][C:18]([O:20][CH2:21][CH3:22])=[O:19])=[O:15])[CH2:10][CH2:9]3)=[CH:4][CH:3]=2)[CH:28]=[CH:27][CH:26]=1, predict the reactants needed to synthesize it. (3) Given the product [F:1][C:2]1[CH:3]=[CH:4][C:5]([CH:8]([C:18]2[CH:23]=[CH:22][C:21]([F:24])=[CH:20][CH:19]=2)[C@@H:9]([NH:13][C:14]([O:16][CH3:17])=[O:15])[C:10]([NH:49][CH:50]2[CH2:54][CH:53]([OH:55])[CH2:52][CH:51]2[CH2:56][CH2:57][C@@H:58]2[N:63]([S:64]([C:67]3[CH:72]=[CH:71][CH:70]=[CH:69][CH:68]=3)(=[O:66])=[O:65])[CH2:62][CH2:61][N:60]([C:73]([O:75][CH2:76][C:77]3[CH:78]=[CH:79][CH:80]=[CH:81][CH:82]=3)=[O:74])[CH2:59]2)=[O:12])=[CH:6][CH:7]=1, predict the reactants needed to synthesize it. The reactants are: [F:1][C:2]1[CH:7]=[CH:6][C:5]([CH:8]([C:18]2[CH:23]=[CH:22][C:21]([F:24])=[CH:20][CH:19]=2)[CH:9]([NH:13][C:14]([O:16][CH3:17])=[O:15])[C:10]([OH:12])=O)=[CH:4][CH:3]=1.CN(C(ON1N=NC2C=CC=NC1=2)=[N+](C)C)C.F[P-](F)(F)(F)(F)F.[NH2:49][CH:50]1[CH2:54][CH:53]([OH:55])[CH2:52][CH:51]1[CH2:56][CH2:57][C@@H:58]1[N:63]([S:64]([C:67]2[CH:72]=[CH:71][CH:70]=[CH:69][CH:68]=2)(=[O:66])=[O:65])[CH2:62][CH2:61][N:60]([C:73]([O:75][CH2:76][C:77]2[CH:82]=[CH:81][CH:80]=[CH:79][CH:78]=2)=[O:74])[CH2:59]1.CCN(C(C)C)C(C)C. (4) Given the product [CH3:44][O:45][C:46](=[O:56])[CH:47]([C:49]1[CH:54]=[CH:53][C:52]([C:28]2[CH:29]=[CH:30][C:25]([C:22]([C:19]3[CH:20]=[CH:21][C:16]([CH2:15][CH2:14][CH:9]([O:8][Si:5]([C:1]([CH3:4])([CH3:3])[CH3:2])([CH3:6])[CH3:7])[C:10]([CH3:13])([CH3:12])[CH3:11])=[C:17]([CH3:43])[CH:18]=3)([CH2:23][CH3:24])[CH2:41][CH3:42])=[CH:26][C:27]=2[CH3:40])=[CH:51][CH:50]=1)[OH:48], predict the reactants needed to synthesize it. The reactants are: [C:1]([Si:5]([O:8][CH:9]([CH2:14][CH2:15][C:16]1[CH:21]=[CH:20][C:19]([C:22]([CH2:41][CH3:42])([C:25]2[CH:30]=[CH:29][C:28](B3OC(C)(C)C(C)(C)O3)=[C:27]([CH3:40])[CH:26]=2)[CH2:23][CH3:24])=[CH:18][C:17]=1[CH3:43])[C:10]([CH3:13])([CH3:12])[CH3:11])([CH3:7])[CH3:6])([CH3:4])([CH3:3])[CH3:2].[CH3:44][O:45][C:46](=[O:56])[CH:47]([C:49]1[CH:54]=[CH:53][C:52](Br)=[CH:51][CH:50]=1)[OH:48].P([O-])([O-])([O-])=O.[K+].[K+].[K+].